This data is from Catalyst prediction with 721,799 reactions and 888 catalyst types from USPTO. The task is: Predict which catalyst facilitates the given reaction. (1) Reactant: [Na].[C:2]([CH:4]([C:9]#[N:10])[C:5]([O:7][CH3:8])=[O:6])#[N:3].[ClH:11]. Product: [ClH:11].[ClH:11].[NH2:3][CH2:2][CH:4]([CH2:9][NH2:10])[C:5]([O:7][CH3:8])=[O:6]. The catalyst class is: 43. (2) Reactant: CC1C=CC(S(OCC2CC3C=CC=C(C4C=CC(F)=CC=4)C=3O2)(=O)=O)=CC=1.[N-]=[N+]=[N-].[Na+].N(CC1CC2C=C(Cl)C=C(C3C=CSC=3)C=2O1)=[N+]=[N-].[N:52]([CH2:55][CH:56]1[CH2:60][C:59]2[CH:61]=[CH:62][CH:63]=[C:64]([C:65]3[CH:70]=[CH:69][C:68]([F:71])=[CH:67][CH:66]=3)[C:58]=2[O:57]1)=[N+]=[N-].[N-]=[N+]=[N-]. Product: [F:71][C:68]1[CH:67]=[CH:66][C:65]([C:64]2[C:58]3[O:57][CH:56]([CH2:55][NH2:52])[CH2:60][C:59]=3[CH:61]=[CH:62][CH:63]=2)=[CH:70][CH:69]=1. The catalyst class is: 45. (3) Reactant: [NH2:1][C:2]1[C:7]([NH2:8])=[CH:6][CH:5]=[CH:4][C:3]=1[CH3:9].[CH2:10]([O:12][C:13](OCC)(OCC)OCC)[CH3:11]. Product: [CH2:10]([O:12][C:13]1[NH:1][C:2]2[C:3]([CH3:9])=[CH:4][CH:5]=[CH:6][C:7]=2[N:8]=1)[CH3:11]. The catalyst class is: 13. (4) Reactant: [CH2:1]([N:5]1[C:9]([CH3:10])=[C:8]([C:11]([OH:13])=O)[CH:7]=[N:6]1)[CH2:2][CH2:3][CH3:4].Cl.[O:15]1[CH2:19][CH2:18][CH:17]([CH2:20][NH2:21])[CH2:16]1.C(N(CC)CC)C.ON1C2C=CC=CC=2N=N1.Cl.C(N=C=NCCCN(C)C)C. Product: [O:15]1[CH2:19][CH2:18][CH:17]([CH2:20][NH:21][C:11]([C:8]2[CH:7]=[N:6][N:5]([CH2:1][CH2:2][CH2:3][CH3:4])[C:9]=2[CH3:10])=[O:13])[CH2:16]1. The catalyst class is: 22. (5) Reactant: [F:1][C:2]1[CH:3]=[C:4]2[C:8](=[CH:9][CH:10]=1)[N:7]([CH2:11][CH2:12][CH2:13][C:14]([NH:16][C:17]1[C:26]3[C:21](=[CH:22][CH:23]=[CH:24][CH:25]=3)[CH:20]=[CH:19][CH:18]=1)=[O:15])[CH:6]=[CH:5]2.[H-].[Na+].I[CH3:30].O. Product: [F:1][C:2]1[CH:3]=[C:4]2[C:8](=[CH:9][CH:10]=1)[N:7]([CH2:11][CH2:12][CH2:13][C:14]([N:16]([CH3:30])[C:17]1[C:26]3[C:21](=[CH:22][CH:23]=[CH:24][CH:25]=3)[CH:20]=[CH:19][CH:18]=1)=[O:15])[CH:6]=[CH:5]2. The catalyst class is: 9.